This data is from Forward reaction prediction with 1.9M reactions from USPTO patents (1976-2016). The task is: Predict the product of the given reaction. Given the reactants [F:1][C:2]1([F:30])[CH2:7][CH2:6][N:5]([C:8]([C:10]2[NH:11][C:12]3[C:17]([CH:18]=2)=[CH:16][C:15]([C:19]([N:21]2[CH2:26][CH2:25][N:24]([CH:27]([CH3:29])[CH3:28])[CH2:23][CH2:22]2)=[O:20])=[CH:14][CH:13]=3)=[O:9])[CH2:4][CH2:3]1.[H-].[Na+].Br[CH2:34][CH:35]1[CH2:38][CH2:37][CH2:36]1, predict the reaction product. The product is: [CH:35]1([CH2:34][N:11]2[C:12]3[C:17](=[CH:16][C:15]([C:19]([N:21]4[CH2:22][CH2:23][N:24]([CH:27]([CH3:28])[CH3:29])[CH2:25][CH2:26]4)=[O:20])=[CH:14][CH:13]=3)[CH:18]=[C:10]2[C:8]([N:5]2[CH2:6][CH2:7][C:2]([F:1])([F:30])[CH2:3][CH2:4]2)=[O:9])[CH2:38][CH2:37][CH2:36]1.